From a dataset of Experimentally validated miRNA-target interactions with 360,000+ pairs, plus equal number of negative samples. Binary Classification. Given a miRNA mature sequence and a target amino acid sequence, predict their likelihood of interaction. (1) The protein sequence of the target gene is MKCLITGGNVKVLGKAVHSLSRIGDELYLEPLKDGLSLRTVNSSRSAYACFLFAPLFFQQYQAASPGQDLLRCKILMKAFLSVFRSLAIVEKSVEKCCISLSGSHSHLVVQLHCKYGVKKTHNLSFQDCESLQAVFDPASCPHLLRTPARVLAEAVLSFPLALTEVTLGIGRGRRVILRSYQEEEADSTSKAMVTETSIGDEDFQQLHAPEGIAVTFCLKEFRGLLSFAESANLPLTIHFDVPGRPVIFTIEDSLLDAHFVLATLLEQDSCSQGPCSPKPHQPVPQKQAHSTPHLDDFTS.... The miRNA is cfa-miR-421 with sequence AUCAACAGACAUUAAUUGGGCG. Result: 0 (no interaction). (2) The miRNA is mmu-miR-7018-5p with sequence GUGAGCAGACAGGGAGUGGUGGGG. The protein sequence of the target gene is MTSPAKFKKDKEIIAEYDTQVKEIRAQLTEQMKCLDQQCELRVQLLQDLQDFFRKKAEIEMDYSRNLEKLAERFLAKTRSTKDQQFKKDQNVLSPVNCWNLLLNQVKRESRDHTTLSDIYLNNIIPRFVQVSEDSGRLFKKSKEVGQQLQDDLMKVLNELYSVMKTYHMYNADSISAQSKLKEAEKQEEKQIGKSVKQEDRQTPRSPDSTANVRIEEKHVRRSSVKKIEKMKEKRQAKYTENKLKAIKARNEYLLALEATNASVFKYYIHDLSDIIDQCCDLGYHASLNRALRTFLSAEL.... Result: 0 (no interaction). (3) The miRNA is hsa-miR-605-5p with sequence UAAAUCCCAUGGUGCCUUCUCCU. The protein sequence of the target gene is MAAAKVALTKRADPAELRTIFLKYASIEKNGEFFMSPNDFVTRYLNIFGESQPNPKTVELLSGVVDQTKDGLISFQEFVAFESVLCAPDALFMVAFQLFDKAGKGEVTFEDVKQVFGQTTIHQHIPFNWDSEFVQLHFGKERKRHLTYAEFTQFLLEIQLEHAKQAFVQRDNARTGRVTAIDFRDIMVTIRPHVLTPFVEECLVAAAGGTTSHQVSFSYFNGFNSLLNNMELIRKIYSTLAGTRKDVEVTKEEFVLAAQKFGQVTPMEVDILFQLADLYEPRGRMTLADIERIAPLEEGT.... Result: 1 (interaction). (4) The miRNA is hsa-miR-3617-3p with sequence CAUCAGCACCCUAUGUCCUUUCU. The protein sequence of the target gene is MFRYESLEDCPLDEDEDAFQGLGEEDEEIDQFNDDTFGSGAVDDDWQEAHERLAELEEKLPVAADEQTGNGERDEMDLLGDHEENLAERLSKMVIENELEDPAIMRAVQTRPVLQPQPGSLNSSIWDGSEVLRRIRGPLLAQEMPTVSVLEYALPQRPLQGPEDDRDLSERALPRRSTSPIIGSPPVRAVPIGTPPKQMAVPSFNQQILCPKPVHVRPPMPPRYPAPYGERISPNQLCSVPNSSLLGHPFPPNVPPVLSPLQRAQLLGGAQLQPGRMSPSQFARVPGFVGSPLAAMNPKL.... Result: 0 (no interaction).